This data is from Catalyst prediction with 721,799 reactions and 888 catalyst types from USPTO. The task is: Predict which catalyst facilitates the given reaction. (1) Reactant: [F:1][C:2]1[CH:24]=[CH:23][CH:22]=[CH:21][C:3]=1[CH2:4][C@H:5]1[CH2:10][C@H:9]([C:11]2[O:15][NH:14][C:13](=[O:16])[CH:12]=2)[CH2:8][CH2:7][N:6]1C(OC)=O. Product: [F:1][C:2]1[CH:24]=[CH:23][CH:22]=[CH:21][C:3]=1[CH2:4][C@H:5]1[CH2:10][C@H:9]([C:11]2[O:15][NH:14][C:13](=[O:16])[CH:12]=2)[CH2:8][CH2:7][NH:6]1. The catalyst class is: 201. (2) Reactant: [NH:1]1[CH2:6][CH2:5][CH2:4][CH2:3][C:2]1=O.[OH-:8].[Na+].[C:10](OC([O-])=O)([O:12][C:13]([CH3:16])([CH3:15])[CH3:14])=[O:11]. Product: [O:8]=[C:3]1[CH2:4][CH2:5][CH2:6][N:1]([C:10]([O:12][C:13]([CH3:16])([CH3:15])[CH3:14])=[O:11])[CH2:2]1. The catalyst class is: 38.